From a dataset of Forward reaction prediction with 1.9M reactions from USPTO patents (1976-2016). Predict the product of the given reaction. Given the reactants [Cl:1][C:2]1[S:3][C:4]([Cl:13])=[CH:5][C:6]=1[C:7](N(OC)C)=[O:8].[C:14]1([Mg]Br)[CH:19]=[CH:18][CH:17]=[CH:16][CH:15]=1.C(OCC)C.[Cl-].[NH4+], predict the reaction product. The product is: [C:7]([C:6]1[CH:5]=[C:4]([Cl:13])[S:3][C:2]=1[Cl:1])(=[O:8])[C:14]1[CH:19]=[CH:18][CH:17]=[CH:16][CH:15]=1.